Dataset: Rat liver microsome stability data. Task: Regression/Classification. Given a drug SMILES string, predict its absorption, distribution, metabolism, or excretion properties. Task type varies by dataset: regression for continuous measurements (e.g., permeability, clearance, half-life) or binary classification for categorical outcomes (e.g., BBB penetration, CYP inhibition). Dataset: rlm. (1) The drug is Cc1cccc(Nc2ccccc2COCc2cc3cc(F)ccc3n2S(C)(=O)=O)c1C. The result is 0 (unstable in rat liver microsomes). (2) The drug is Clc1cc2nc(CNc3nc(N4CCOCC4)nc4c3ncn4-c3cccnc3)[nH]c2cc1Cl. The result is 1 (stable in rat liver microsomes). (3) The drug is Cc1ccc(-n2nc3c(=O)n(CCCC(=O)NCc4ccc(F)cc4)nc(C)c3c2C)cc1. The result is 1 (stable in rat liver microsomes). (4) The drug is N#Cc1cccc(OC(=O)N2CCC(C(c3ccccc3)c3ccccc3)CC2)c1. The result is 0 (unstable in rat liver microsomes).